This data is from Full USPTO retrosynthesis dataset with 1.9M reactions from patents (1976-2016). The task is: Predict the reactants needed to synthesize the given product. (1) Given the product [F:3][C:4]([F:22])([F:23])[C:5]([C:8]1[CH:9]=[C:10]2[C:15](=[CH:16][CH:17]=1)[CH:14]=[C:13]([C:18]([OH:20])=[O:19])[CH:12]=[CH:11]2)([OH:7])[CH3:6], predict the reactants needed to synthesize it. The reactants are: [OH-].[Na+].[F:3][C:4]([F:23])([F:22])[C:5]([C:8]1[CH:9]=[C:10]2[C:15](=[CH:16][CH:17]=1)[CH:14]=[C:13]([C:18]([O:20]C)=[O:19])[CH:12]=[CH:11]2)([OH:7])[CH3:6].Cl. (2) Given the product [F:30][C:26]1[CH:25]=[C:24]([C:23]#[C:22][C:19]2[CH:20]=[N:21][C:16]([N:9]3[C:10](=[O:15])[CH2:11][C:12]([CH3:14])([CH3:13])[NH:8]3)=[N:17][CH:18]=2)[CH:29]=[CH:28][CH:27]=1, predict the reactants needed to synthesize it. The reactants are: C(OC([N:8]1[C:12]([CH3:14])([CH3:13])[CH2:11][C:10](=[O:15])[N:9]1[C:16]1[N:21]=[CH:20][C:19]([C:22]#[C:23][C:24]2[CH:29]=[CH:28][CH:27]=[C:26]([F:30])[CH:25]=2)=[CH:18][N:17]=1)=O)(C)(C)C.C(O)(C(F)(F)F)=O. (3) Given the product [C:1]([O:5][C:6]([N:8]1[CH2:20][C@@H:19]([CH3:21])[N:18]2[C@H:10]([CH2:11][C:12]3[C:17]2=[N:16][C:15]([CH3:22])=[C:14]([CH:31]=[O:32])[CH:13]=3)[CH2:9]1)=[O:7])([CH3:4])([CH3:3])[CH3:2], predict the reactants needed to synthesize it. The reactants are: [C:1]([O:5][C:6]([N:8]1[CH2:20][C@@H:19]([CH3:21])[N:18]2[C@H:10]([CH2:11][C:12]3[C:17]2=[N:16][C:15]([CH3:22])=[C:14](Br)[CH:13]=3)[CH2:9]1)=[O:7])([CH3:4])([CH3:3])[CH3:2].C([Li])(C)(C)C.CN(C)[CH:31]=[O:32].[Cl-].[NH4+]. (4) Given the product [CH3:17][O:18][CH2:19][CH2:20][O:21][CH2:22][CH2:23][O:24][CH2:25][CH2:26][O:27][CH2:28][CH2:29][O:30][C:8]1[N:16]=[CH:15][CH:14]=[CH:13][C:9]=1[C:10]([OH:12])=[O:11], predict the reactants needed to synthesize it. The reactants are: C(O[K])(C)(C)C.F[C:8]1[N:16]=[CH:15][CH:14]=[CH:13][C:9]=1[C:10]([OH:12])=[O:11].[CH3:17][O:18][CH2:19][CH2:20][O:21][CH2:22][CH2:23][O:24][CH2:25][CH2:26][O:27][CH2:28][CH2:29][OH:30].Cl. (5) The reactants are: C(OC(=O)[NH:7][CH2:8][CH2:9][CH2:10][C:11]1[CH:12]=[N:13][C:14]([C:17]2[CH:22]=[CH:21][CH:20]=[C:19]([CH2:23][N:24]3[C:29](=[O:30])[CH:28]=[CH:27][C:26]([C:31]4[CH:36]=[C:35]([F:37])[C:34]([F:38])=[C:33]([F:39])[CH:32]=4)=[N:25]3)[CH:18]=2)=[N:15][CH:16]=1)(C)(C)C.FC(F)(F)C(O)=O. Given the product [NH2:7][CH2:8][CH2:9][CH2:10][C:11]1[CH:12]=[N:13][C:14]([C:17]2[CH:18]=[C:19]([CH:20]=[CH:21][CH:22]=2)[CH2:23][N:24]2[C:29](=[O:30])[CH:28]=[CH:27][C:26]([C:31]3[CH:36]=[C:35]([F:37])[C:34]([F:38])=[C:33]([F:39])[CH:32]=3)=[N:25]2)=[N:15][CH:16]=1, predict the reactants needed to synthesize it. (6) Given the product [CH:1]1([CH2:4][N:5]2[C:13]3[CH:12]=[C:11]([C:14]([OH:16])=[O:15])[N:10]=[CH:9][C:8]=3[CH:7]=[CH:6]2)[CH2:2][CH2:3]1, predict the reactants needed to synthesize it. The reactants are: [CH:1]1([CH2:4][N:5]2[C:13]3[CH:12]=[C:11]([C:14]([O:16]C(C)(C)C)=[O:15])[N:10]=[CH:9][C:8]=3[CH:7]=[CH:6]2)[CH2:3][CH2:2]1. (7) Given the product [ClH:27].[C:18]([C:6]1[CH:5]=[C:4]2[C:9]([CH2:10][C:2](=[NH:1])[NH:3]2)=[CH:8][CH:7]=1)#[N:19], predict the reactants needed to synthesize it. The reactants are: [NH2:1][C:2]1[NH:3][C:4]2[C:9]([C:10]=1C(OC(C)(C)C)=O)=[CH:8][CH:7]=[C:6]([C:18]#[N:19])[CH:5]=2.FC(F)(F)C([O-])=O.[Cl:27]CCCl. (8) Given the product [Br:7][C:8]1[CH:9]=[C:10]([C:11](=[O:14])[CH2:12][N:21]([CH2:22][CH:23]=[CH2:24])[CH2:18][CH:19]=[CH2:20])[CH:15]=[CH:16][CH:17]=1, predict the reactants needed to synthesize it. The reactants are: C(=O)([O-])[O-].[K+].[K+].[Br:7][C:8]1[CH:9]=[C:10]([CH:15]=[CH:16][CH:17]=1)[C:11](=[O:14])[CH2:12]Br.[CH2:18]([NH:21][CH2:22][CH:23]=[CH2:24])[CH:19]=[CH2:20]. (9) Given the product [F:21][C:18]1[C:19]([F:20])=[C:10]2[C:11]([C:12]([OH:14])=[C:5]([C:4]([O:3][CH2:1][CH3:2])=[O:22])[C:6](=[O:7])[N:8]2[CH3:9])=[CH:16][CH:17]=1, predict the reactants needed to synthesize it. The reactants are: [CH2:1]([O:3][C:4](=[O:22])[CH2:5][C:6]([N:8]([C:10]1[C:19]([F:20])=[C:18]([F:21])[CH:17]=[CH:16][C:11]=1[C:12]([O:14]C)=O)[CH3:9])=[O:7])[CH3:2].FC1C(NC)=C(C=CC=1F)C(OC)=O.C(=O)([O-])[O-].[K+].[K+].ClC(=O)CC(OCC)=O.